From a dataset of Full USPTO retrosynthesis dataset with 1.9M reactions from patents (1976-2016). Predict the reactants needed to synthesize the given product. (1) Given the product [CH2:1]([O:4][C:5]1[C:6]([S:18](=[O:25])(=[O:24])[NH2:19])=[C:7]([NH:11][C:12](=[O:17])[C:13]([CH3:15])([CH3:16])[CH3:14])[CH:8]=[CH:9][CH:10]=1)[CH:2]=[CH2:3], predict the reactants needed to synthesize it. The reactants are: [CH2:1]([O:4][C:5]1[C:6]([S:18](=[O:25])(=[O:24])/[N:19]=C/N(C)C)=[C:7]([NH:11][C:12](=[O:17])[C:13]([CH3:16])([CH3:15])[CH3:14])[CH:8]=[CH:9][CH:10]=1)[CH:2]=[CH2:3]. (2) Given the product [C:18]([OH:51])(=[O:19])[CH3:21].[C:50]([OH:51])(=[O:53])[CH3:1].[CH2:1]([N:8]([CH3:24])[C:9]1[CH:10]=[CH:11][C:12]([C:26]2[C:34]3[C:29](=[N:30][CH:31]=[N:32][C:33]=3[NH2:35])[N:28]([C@H:36]3[CH2:37][CH2:38][C@@H:39]([N:42]4[CH2:43][CH2:44][N:45]([CH3:48])[CH2:46][CH2:47]4)[CH2:40][CH2:41]3)[N:27]=2)=[CH:13][CH:14]=1)[C:2]1[CH:3]=[CH:4][CH:5]=[CH:6][CH:7]=1, predict the reactants needed to synthesize it. The reactants are: [CH2:1]([N:8]([CH3:24])[C:9]1[CH:14]=[CH:13][C:12](B2[O:19][C:18]([CH3:21])(C)C(C)(C)O2)=[CH:11][CH:10]=1)[C:2]1[CH:7]=[CH:6][CH:5]=[CH:4][CH:3]=1.I[C:26]1[C:34]2[C:29](=[N:30][CH:31]=[N:32][C:33]=2[NH2:35])[N:28]([C@H:36]2[CH2:41][CH2:40][C@@H:39]([N:42]3[CH2:47][CH2:46][N:45]([CH3:48])[CH2:44][CH2:43]3)[CH2:38][CH2:37]2)[N:27]=1.O.[C:50](=[O:53])([O-])[O-:51].[Na+].[Na+].